Predict the product of the given reaction. From a dataset of Forward reaction prediction with 1.9M reactions from USPTO patents (1976-2016). (1) Given the reactants C(=O)([O-])[O-].[K+].[K+].Cl[C:8]1[C:15]([F:16])=[CH:14][C:11]([C:12]#[N:13])=[C:10]([NH:17][C:18]2[CH:19]=[C:20]3[C:25](=[CH:26][CH:27]=2)[N:24]=[CH:23][CH:22]=[CH:21]3)[N:9]=1.[C:28]([O:32][C:33](=[O:42])[NH:34][C@@H:35]([CH2:38][CH:39]([CH3:41])[CH3:40])[CH2:36][NH2:37])([CH3:31])([CH3:30])[CH3:29], predict the reaction product. The product is: [C:28]([O:32][C:33](=[O:42])[NH:34][C@@H:35]([CH2:38][CH:39]([CH3:40])[CH3:41])[CH2:36][NH:37][C:8]1[C:15]([F:16])=[CH:14][C:11]([C:12]#[N:13])=[C:10]([NH:17][C:18]2[CH:19]=[C:20]3[C:25](=[CH:26][CH:27]=2)[N:24]=[CH:23][CH:22]=[CH:21]3)[N:9]=1)([CH3:31])([CH3:30])[CH3:29]. (2) Given the reactants C(#N)C.[NH:4]1[CH:8]=[CH:7][N:6]=[C:5]1[CH:9]=[O:10].[CH3:11][N:12]([CH3:17])[S:13](Cl)(=[O:15])=[O:14], predict the reaction product. The product is: [CH:9]([C:5]1[N:4]([S:13]([N:12]([CH3:17])[CH3:11])(=[O:15])=[O:14])[CH:8]=[CH:7][N:6]=1)=[O:10]. (3) Given the reactants [O:1]1[C:5]2[CH:6]=[CH:7][CH:8]=[CH:9][C:4]=2[N:3]=[C:2]1[N:10]([CH2:21][CH2:22][CH2:23][CH3:24])[CH2:11][CH2:12][C:13]1[CH:20]=[CH:19][C:16]([C:17]#[N:18])=[CH:15][CH:14]=1.Cl.[NH2:26][OH:27].C(N(CC)CC)C.C(OCC)(=O)C, predict the reaction product. The product is: [O:1]1[C:5]2[CH:6]=[CH:7][CH:8]=[CH:9][C:4]=2[N:3]=[C:2]1[N:10]([CH2:21][CH2:22][CH2:23][CH3:24])[CH2:11][CH2:12][C:13]1[CH:14]=[CH:15][C:16]([C:17]([NH:26][OH:27])=[NH:18])=[CH:19][CH:20]=1. (4) Given the reactants I[C:2]1[C:10]2[C:5](=[CH:6][C:7]([C@H:11]3[C@@:13]4([C:21]5[C:16](=[CH:17][CH:18]=[C:19]([O:22][CH3:23])[CH:20]=5)[NH:15][C:14]4=[O:24])[CH2:12]3)=[CH:8][CH:9]=2)[NH:4][N:3]=1.CC1(C)C(C)(C)OB(/[CH:33]=[CH:34]/[C:35]2[CH:48]=[CH:47][C:38]([CH2:39][CH2:40][N:41]3[CH2:46][CH2:45][O:44][CH2:43][CH2:42]3)=[CH:37][CH:36]=2)O1.C([O-])([O-])=O.[Na+].[Na+], predict the reaction product. The product is: [CH3:23][O:22][C:19]1[CH:20]=[C:21]2[C:16](=[CH:17][CH:18]=1)[NH:15][C:14](=[O:24])[C@:13]12[CH2:12][C@H:11]1[C:7]1[CH:6]=[C:5]2[C:10]([C:2]([CH:33]=[CH:34][C:35]3[CH:36]=[CH:37][C:38]([CH2:39][CH2:40][N:41]4[CH2:46][CH2:45][O:44][CH2:43][CH2:42]4)=[CH:47][CH:48]=3)=[N:3][NH:4]2)=[CH:9][CH:8]=1.